This data is from Full USPTO retrosynthesis dataset with 1.9M reactions from patents (1976-2016). The task is: Predict the reactants needed to synthesize the given product. Given the product [C:43]1([C:61]2[CH:66]=[CH:65][CH:64]=[CH:63][CH:62]=2)[CH:44]=[CH:45][C:46]([NH:49][C:50](=[O:60])[CH2:51][C:52]([N:53]2[CH2:54][CH2:55][N:56]([C:24](=[O:26])[C:23]3[CH:27]=[CH:28][CH:29]=[C:21]([F:20])[CH:22]=3)[CH2:57][CH2:58]2)=[O:59])=[CH:47][CH:48]=1, predict the reactants needed to synthesize it. The reactants are: C1C=CC2N(O)N=NC=2C=1.CCN(C(C)C)C(C)C.[F:20][C:21]1[CH:22]=[C:23]([CH:27]=[CH:28][CH:29]=1)[C:24]([OH:26])=O.CCN=C=NCCCN(C)C.Cl.Cl.[C:43]1([C:61]2[CH:66]=[CH:65][CH:64]=[CH:63][CH:62]=2)[CH:48]=[CH:47][C:46]([NH:49][C:50](=[O:60])[CH2:51][C:52](=[O:59])[N:53]2[CH2:58][CH2:57][NH:56][CH2:55][CH2:54]2)=[CH:45][CH:44]=1.